This data is from Peptide-MHC class II binding affinity with 134,281 pairs from IEDB. The task is: Regression. Given a peptide amino acid sequence and an MHC pseudo amino acid sequence, predict their binding affinity value. This is MHC class II binding data. The peptide sequence is STWYGKPTGAGPKDN. The MHC is HLA-DPA10103-DPB10201 with pseudo-sequence HLA-DPA10103-DPB10201. The binding affinity (normalized) is 0.